From a dataset of Reaction yield outcomes from USPTO patents with 853,638 reactions. Predict the reaction yield, written as a fraction of the theoretical maximum amount of product (1.0 means a 100% yield; for example, 0.34 means a 34% yield). The reactants are [OH:1][C:2]1[CH:9]=[C:8]([F:10])[CH:7]=[CH:6][C:3]=1[CH:4]=O.C1(P(=[CH:30][C:31]([O:33][CH3:34])=[O:32])(C2C=CC=CC=2)C2C=CC=CC=2)C=CC=CC=1. No catalyst specified. The product is [CH3:34][O:33][C:31](=[O:32])[CH:30]=[CH:4][C:3]1[CH:6]=[CH:7][C:8]([F:10])=[CH:9][C:2]=1[OH:1]. The yield is 0.850.